This data is from Forward reaction prediction with 1.9M reactions from USPTO patents (1976-2016). The task is: Predict the product of the given reaction. (1) Given the reactants [NH2:1][C@@H:2]([C:13]([OH:15])=[O:14])[CH2:3][C:4]1[C:12]2[C:7](=[CH:8][CH:9]=[CH:10][CH:11]=2)[NH:6][CH:5]=1.N[C@H](C(O)=O)C, predict the reaction product. The product is: [NH2:1][C@H:2]([C:13]([OH:15])=[O:14])[CH2:3][C:4]1[C:12]2[C:7](=[CH:8][CH:9]=[CH:10][CH:11]=2)[NH:6][CH:5]=1. (2) Given the reactants CC1(C)C(C)(C)OB([C:9]2[CH2:10][CH2:11][O:12][CH2:13][CH:14]=2)O1.[O-]P([O-])([O-])=O.[K+].[K+].[K+].[CH2:24]([O:31][C:32]([NH:34][C:35]1[C:36]([C:46]([NH:48][C:49]2[CH:50]=[N:51][CH:52]=[CH:53][C:54]=2[N:55]2[CH2:60][C@H:59]([CH3:61])[C@H:58]([NH:62][C:63](=[O:66])[O:64][CH3:65])[C@H:57]([NH:67][C:68](=[O:74])[O:69][C:70]([CH3:73])([CH3:72])[CH3:71])[CH2:56]2)=[O:47])=[N:37][C:38]2[C:43]([CH:44]=1)=[CH:42][CH:41]=[C:40](Br)[CH:39]=2)=[O:33])[C:25]1[CH:30]=[CH:29][CH:28]=[CH:27][CH:26]=1.O, predict the reaction product. The product is: [CH2:24]([O:31][C:32]([NH:34][C:35]1[C:36]([C:46]([NH:48][C:49]2[CH:50]=[N:51][CH:52]=[CH:53][C:54]=2[N:55]2[CH2:60][C@H:59]([CH3:61])[C@H:58]([NH:62][C:63](=[O:66])[O:64][CH3:65])[C@H:57]([NH:67][C:68](=[O:74])[O:69][C:70]([CH3:73])([CH3:72])[CH3:71])[CH2:56]2)=[O:47])=[N:37][C:38]2[C:43]([CH:44]=1)=[CH:42][CH:41]=[C:40]([C:9]1[CH2:10][CH2:11][O:12][CH2:13][CH:14]=1)[CH:39]=2)=[O:33])[C:25]1[CH:26]=[CH:27][CH:28]=[CH:29][CH:30]=1. (3) Given the reactants [C:1]1([C:7]2[N:8]=[C:9]([CH:12]3[CH2:17][CH2:16][CH2:15][CH2:14][NH:13]3)[NH:10][CH:11]=2)[CH:6]=[CH:5][CH:4]=[CH:3][CH:2]=1.[C:18]([C:21]1[CH:26]=[CH:25][C:24]([CH2:27][CH:28]([NH:32][C:33]([O:35][CH2:36][CH:37]2[C:49]3[CH:48]=[CH:47][CH:46]=[CH:45][C:44]=3[C:43]3[C:38]2=[CH:39][CH:40]=[CH:41][CH:42]=3)=[O:34])[C:29](O)=[O:30])=[CH:23][CH:22]=1)(=[O:20])[NH2:19].O.OC1C2N=NNC=2C=CC=1.Cl.CN(C)CCCN=C=NCC, predict the reaction product. The product is: [CH:48]1[C:49]2[CH:37]([CH2:36][O:35][C:33](=[O:34])[NH:32][CH:28]([CH2:27][C:24]3[CH:23]=[CH:22][C:21]([C:18](=[O:20])[NH2:19])=[CH:26][CH:25]=3)[C:29](=[O:30])[N:13]3[CH2:14][CH2:15][CH2:16][CH2:17][CH:12]3[C:9]3[NH:10][CH:11]=[C:7]([C:1]4[CH:2]=[CH:3][CH:4]=[CH:5][CH:6]=4)[N:8]=3)[C:38]3[C:43](=[CH:42][CH:41]=[CH:40][CH:39]=3)[C:44]=2[CH:45]=[CH:46][CH:47]=1. (4) Given the reactants I[C:2]1[CH:7]=[CH:6][C:5]([N:8]2[CH2:13][CH2:12][CH2:11][C@H:10]([NH:14][C@@H:15]3[CH2:20][CH2:19][CH2:18][CH2:17][C@H:16]3[NH:21][C:22](=[O:28])[O:23][C:24]([CH3:27])([CH3:26])[CH3:25])[CH2:9]2)=[CH:4][CH:3]=1.[CH3:29][C:30]1[CH:31]=[N:32][NH:33][CH:34]=1.CN[C@@H]1CCCC[C@H]1NC.C([O-])([O-])=O.[K+].[K+], predict the reaction product. The product is: [CH3:29][C:30]1[CH:31]=[N:32][N:33]([C:2]2[CH:7]=[CH:6][C:5]([N:8]3[CH2:13][CH2:12][CH2:11][C@H:10]([NH:14][C@@H:15]4[CH2:20][CH2:19][CH2:18][CH2:17][C@H:16]4[NH:21][C:22](=[O:28])[O:23][C:24]([CH3:27])([CH3:26])[CH3:25])[CH2:9]3)=[CH:4][CH:3]=2)[CH:34]=1. (5) Given the reactants I[Si](C)(C)C.[I:6][C:7]1[C:15]2[C:10](=[N:11][CH:12]=[N:13][C:14]=2[NH2:16])[N:9]([CH:17]([C:19]2[CH:20]=[C:21]3[N:26]([C:27]=2[C:28]2[CH:29]=[N:30][C:31]([O:34]C)=[CH:32][CH:33]=2)[CH:25]=[CH:24][CH:23]=[CH:22]3)[CH3:18])[N:8]=1.CO, predict the reaction product. The product is: [NH2:16][C:14]1[N:13]=[CH:12][N:11]=[C:10]2[N:9]([CH:17]([C:19]3[CH:20]=[C:21]4[N:26]([C:27]=3[C:28]3[CH:33]=[CH:32][C:31]([OH:34])=[N:30][CH:29]=3)[CH:25]=[CH:24][CH:23]=[CH:22]4)[CH3:18])[N:8]=[C:7]([I:6])[C:15]=12. (6) Given the reactants [C:9](O[C:9]([O:11][C:12]([CH3:15])([CH3:14])[CH3:13])=[O:10])([O:11][C:12]([CH3:15])([CH3:14])[CH3:13])=[O:10].[F:16][C:17]1[C:22]([F:23])=[CH:21][C:20]([NH2:24])=[C:19]([N+:25]([O-])=O)[CH:18]=1.FC(F)(F)C(O)=O.[OH-].[Na+].[NH4+].[Cl-], predict the reaction product. The product is: [C:12]([O:11][C:9](=[O:10])[NH:25][C:19]1[CH:18]=[C:17]([F:16])[C:22]([F:23])=[CH:21][C:20]=1[NH2:24])([CH3:13])([CH3:14])[CH3:15].